Dataset: HIV replication inhibition screening data with 41,000+ compounds from the AIDS Antiviral Screen. Task: Binary Classification. Given a drug SMILES string, predict its activity (active/inactive) in a high-throughput screening assay against a specified biological target. (1) The drug is CCOC(=O)C=CC1(CCOC(C)=O)CCCCC1. The result is 0 (inactive). (2) The drug is CCCCOC(=S)SSC(=S)NCCNC(=S)SSC(=S)OCCCC. The result is 0 (inactive).